Dataset: Catalyst prediction with 721,799 reactions and 888 catalyst types from USPTO. Task: Predict which catalyst facilitates the given reaction. (1) Reactant: C(N(CC)C(C)C)(C)C.S(O)(=O)(=O)C.[NH2:15][C:16]1[C:25]([C:26]([NH:28][C:29]2[CH:30]=[N:31][CH:32]=[C:33]([F:44])[C:34]=2[N:35]2[CH2:40][CH2:39][CH:38]([C:41](O)=[O:42])[CH2:37][CH2:36]2)=[O:27])=[C:19]2[N:20]=[CH:21][C:22]([F:24])=[CH:23][N:18]2[N:17]=1.[O:45]1[CH2:48][CH:47]([N:49]2[CH2:54][CH2:53][NH:52][CH2:51][CH2:50]2)[CH2:46]1.F[B-](F)(F)F.ClC1C=CC2N=NN(OC(=[N+](C)C)N(C)C)C=2C=1. Product: [NH2:15][C:16]1[C:25]([C:26]([NH:28][C:29]2[CH:30]=[N:31][CH:32]=[C:33]([F:44])[C:34]=2[N:35]2[CH2:40][CH2:39][CH:38]([C:41]([N:52]3[CH2:53][CH2:54][N:49]([CH:47]4[CH2:48][O:45][CH2:46]4)[CH2:50][CH2:51]3)=[O:42])[CH2:37][CH2:36]2)=[O:27])=[C:19]2[N:18]=[CH:23][C:22]([F:24])=[CH:21][N:20]2[N:17]=1. The catalyst class is: 20. (2) Reactant: Cl[C:2]1[S:3][C:4]2[CH:10]=[CH:9][CH:8]=[CH:7][C:5]=2[N:6]=1.[N:11]12[CH2:19][CH2:18][CH:15]([CH2:16][CH2:17]1)[NH:14][CH2:13][CH2:12]2.CCN(CC)CC. Product: [S:3]1[C:4]2[CH:10]=[CH:9][CH:8]=[CH:7][C:5]=2[N:6]=[C:2]1[N:14]1[CH:15]2[CH2:18][CH2:19][N:11]([CH2:17][CH2:16]2)[CH2:12][CH2:13]1. The catalyst class is: 173. (3) Reactant: [CH3:1][O:2][N:3]([CH3:14])[C:4](=[O:13])[C:5]1[CH:10]=[CH:9][C:8]([F:11])=[CH:7][C:6]=1[NH2:12].[CH3:15][C:16](O)=O.[C:19](O[BH-](OC(=O)C)OC(=O)C)(=O)[CH3:20].[Na+]. Product: [CH3:1][O:2][N:3]([CH3:14])[C:4](=[O:13])[C:5]1[CH:10]=[CH:9][C:8]([F:11])=[CH:7][C:6]=1[NH:12][CH2:19][CH2:20][CH2:16][CH3:15]. The catalyst class is: 4. (4) Reactant: CO[CH:3]1[CH2:7][CH2:6][CH:5](OC)O1.S(=O)(=O)(O)O.[NH2:15][C:16]1[CH:25]=[CH:24][C:23]([O:26][C:27]2[CH:36]=[CH:35][C:34]3[CH2:33][CH2:32][C@H:31]([NH:37][C:38]([O:40][CH2:41][C:42]4[CH:47]=[CH:46][CH:45]=[CH:44][CH:43]=4)=[O:39])[CH2:30][C:29]=3[CH:28]=2)=[CH:22][C:17]=1[C:18]([O:20][CH3:21])=[O:19].[BH4-].[Na+].[OH-].[Na+]. Product: [CH2:41]([O:40][C:38]([NH:37][C@@H:31]1[CH2:30][C:29]2[CH:28]=[C:27]([O:26][C:23]3[CH:24]=[CH:25][C:16]([N:15]4[CH2:3][CH2:7][CH2:6][CH2:5]4)=[C:17]([CH:22]=3)[C:18]([O:20][CH3:21])=[O:19])[CH:36]=[CH:35][C:34]=2[CH2:33][CH2:32]1)=[O:39])[C:42]1[CH:43]=[CH:44][CH:45]=[CH:46][CH:47]=1. The catalyst class is: 364. (5) Reactant: C1(P(C2C=CC=CC=2)C2C=CC=CC=2)C=CC=CC=1.[Br:20]Br.[C:22]([C:26]1[CH:27]=[C:28](O)[CH:29]=[C:30]([C:32]([CH3:35])([CH3:34])[CH3:33])[CH:31]=1)([CH3:25])([CH3:24])[CH3:23]. Product: [Br:20][C:28]1[CH:27]=[C:26]([C:22]([CH3:25])([CH3:24])[CH3:23])[CH:31]=[C:30]([C:32]([CH3:35])([CH3:34])[CH3:33])[CH:29]=1. The catalyst class is: 10. (6) Reactant: Cl[C:2]1[N:7]=[CH:6][N:5]=[C:4]([NH2:8])[CH:3]=1.CC(C)([O-])C.[K+].[CH:15]1([CH2:18][OH:19])[CH2:17][CH2:16]1.CS(C)=O. Product: [CH:15]1([CH2:18][O:19][C:2]2[N:7]=[CH:6][N:5]=[C:4]([NH2:8])[CH:3]=2)[CH2:17][CH2:16]1. The catalyst class is: 238.